From a dataset of Forward reaction prediction with 1.9M reactions from USPTO patents (1976-2016). Predict the product of the given reaction. (1) Given the reactants C([O:8][C:9]1[C:18](=[O:19])[N:17]2[C:12]([C:13]([CH3:21])([CH3:20])[O:14][CH2:15][CH2:16]2)=[N:11][C:10]=1[C:22](=S)[NH2:23])C1C=CC=CC=1.CI.[F:27][C:28]1[CH:33]=[CH:32][C:31]([CH2:34][C:35]([NH:37][NH2:38])=O)=[CH:30][CH:29]=1.CO, predict the reaction product. The product is: [F:27][C:28]1[CH:33]=[CH:32][C:31]([CH2:34][C:35]2[NH:23][C:22]([C:10]3[N:11]=[C:12]4[N:17]([C:18](=[O:19])[C:9]=3[OH:8])[CH2:16][CH2:15][O:14][C:13]4([CH3:21])[CH3:20])=[N:38][N:37]=2)=[CH:30][CH:29]=1. (2) Given the reactants C[C:2]([S:7][C:8]1[S:12][C:11]([NH:13][C:14]([N:16]([C@H:27]2[CH2:32][CH2:31][C@H:30]([CH3:33])[CH2:29][CH2:28]2)[CH2:17][CH2:18][CH2:19][CH2:20]C2C=CC=CC=2)=[O:15])=[N:10][CH:9]=1)(C)[C:3]([OH:5])=[O:4].C(O)CC#C.C(OC(=O)C(SC1SC(N)=NC=1)C)C, predict the reaction product. The product is: [CH2:17]([N:16]([C@H:27]1[CH2:32][CH2:31][C@H:30]([CH3:33])[CH2:29][CH2:28]1)[C:14](=[O:15])[NH:13][C:11]1[S:12][C:8]([S:7][CH2:2][C:3]([OH:5])=[O:4])=[CH:9][N:10]=1)[CH2:18][C:19]#[CH:20]. (3) Given the reactants [CH2:1]([N:8]1[C:20]2[CH:19]=[C:18]([C:21]3[C:22]([CH3:27])=[N:23][O:24][C:25]=3[CH3:26])[CH:17]=[C:16]([C:28]([NH2:30])=[O:29])[C:15]=2[C:14]2[C:9]1=[CH:10][CH:11]=[C:12]([O:31]C)[CH:13]=2)[C:2]1[CH:7]=[CH:6][CH:5]=[CH:4][CH:3]=1.B(Br)(Br)Br, predict the reaction product. The product is: [CH2:1]([N:8]1[C:20]2[CH:19]=[C:18]([C:21]3[C:22]([CH3:27])=[N:23][O:24][C:25]=3[CH3:26])[CH:17]=[C:16]([C:28]([NH2:30])=[O:29])[C:15]=2[C:14]2[C:9]1=[CH:10][CH:11]=[C:12]([OH:31])[CH:13]=2)[C:2]1[CH:3]=[CH:4][CH:5]=[CH:6][CH:7]=1. (4) The product is: [CH2:19]([O:21][C:22](=[O:35])[C:23]([CH3:25])([O:26][C:27]1[CH:32]=[CH:31][C:30]([O:16][CH2:15][C:12]2[N:13]=[N:14][C:9]([C:6]3[CH:5]=[CH:4][C:3]([C:2]([F:1])([F:17])[F:18])=[CH:8][CH:7]=3)=[CH:10][CH:11]=2)=[CH:29][C:28]=1[CH3:34])[CH3:24])[CH3:20]. Given the reactants [F:1][C:2]([F:18])([F:17])[C:3]1[CH:8]=[CH:7][C:6]([C:9]2[N:14]=[N:13][C:12]([CH2:15][OH:16])=[CH:11][CH:10]=2)=[CH:5][CH:4]=1.[CH2:19]([O:21][C:22](=[O:35])[C:23]([O:26][C:27]1[CH:32]=[CH:31][C:30](O)=[CH:29][C:28]=1[CH3:34])([CH3:25])[CH3:24])[CH3:20].C(P(CCCC)CCCC)CCC.CN(C)C(N=NC(N(C)C)=O)=O, predict the reaction product. (5) Given the reactants [Br-].[NH2:2][C:3]1[C:8]([CH2:9][P+](C2C=CC=CC=2)(C2C=CC=CC=2)C2C=CC=CC=2)=[C:7]([Cl:29])[C:6]([C:30]#[N:31])=[CH:5][CH:4]=1.CN(C(ON1N=NC2C=CC=NC1=2)=[N+](C)C)C.F[P-](F)(F)(F)(F)F.C(N(C(C)C)CC)(C)C.[F:65][C:66]([F:73])([F:72])[CH2:67][CH2:68][C:69](O)=O, predict the reaction product. The product is: [Cl:29][C:7]1[C:6]([C:30]#[N:31])=[CH:5][CH:4]=[C:3]2[C:8]=1[CH:9]=[C:69]([CH2:68][CH2:67][C:66]([F:73])([F:72])[F:65])[NH:2]2. (6) Given the reactants [F:1][C:2]1[CH:3]=[CH:4][C:5]2[N:6]([CH:8]=[N:9][N:10]=2)[CH:7]=1.BrN1C(=O)CCC1=O.C(Cl)[Cl:20], predict the reaction product. The product is: [Cl:20][C:8]1[N:6]2[CH:7]=[C:2]([F:1])[CH:3]=[CH:4][C:5]2=[N:10][N:9]=1. (7) Given the reactants [Cl:1][C:2]1[N:10]=[C:9]2[C:5]([N:6]=[CH:7][NH:8]2)=[C:4]([N:11]2[CH2:16][CH2:15][O:14][CH2:13][C@@H:12]2[CH3:17])[N:3]=1.CI.[C:20]([O-])([O-])=O.[K+].[K+], predict the reaction product. The product is: [Cl:1][C:2]1[N:10]=[C:9]2[C:5]([N:6]=[CH:7][N:8]2[CH3:20])=[C:4]([N:11]2[CH2:16][CH2:15][O:14][CH2:13][C@@H:12]2[CH3:17])[N:3]=1. (8) Given the reactants [NH2:1][C:2]1[CH:15]=[CH:14][C:13]([Cl:16])=[CH:12][C:3]=1[C:4]([C:6]1[CH:11]=[CH:10][CH:9]=[CH:8][CH:7]=1)=[O:5].C(=O)([O-])[O-].[K+].[K+].[Br:23][CH2:24][C:25](Br)=[O:26], predict the reaction product. The product is: [C:4]([C:3]1[CH:12]=[C:13]([Cl:16])[CH:14]=[CH:15][C:2]=1[NH:1][C:25](=[O:26])[CH2:24][Br:23])(=[O:5])[C:6]1[CH:7]=[CH:8][CH:9]=[CH:10][CH:11]=1. (9) The product is: [CH:37]([O:40][CH2:41][CH2:42][O:5][CH2:6][C:7]1[O:11][N:10]=[C:9]([C:12]2[CH:17]=[CH:16][C:15]([CH3:18])=[C:14]([NH:19][C:20]([C:22]3[N:26]4[CH:27]=[CH:28][CH:29]=[CH:30][C:25]4=[N:24][CH:23]=3)=[O:21])[CH:13]=2)[N:8]=1)([CH3:39])[CH3:38]. Given the reactants CS([O:5][CH2:6][C:7]1[O:11][N:10]=[C:9]([C:12]2[CH:17]=[CH:16][C:15]([CH3:18])=[C:14]([NH:19][C:20]([C:22]3[N:26]4[CH:27]=[CH:28][CH:29]=[CH:30][C:25]4=[N:24][CH:23]=3)=[O:21])[CH:13]=2)[N:8]=1)(=O)=O.C([O-])([O-])=O.[K+].[K+].[CH:37]([O:40][CH2:41][CH2:42]O)([CH3:39])[CH3:38], predict the reaction product. (10) Given the reactants CC(NC(=O)C1C=CC=C(C(F)(F)F)C=1[Cl:17])C#C.N1N2C=CC=NC2=NN=1.[Cl:28][C:29]1[CH:37]=[C:36](F)[CH:35]=[CH:34][C:30]=1[C:31]([Cl:33])=[O:32].C(Br)C=C.C([O-])([O-])=O.[Cs+].[Cs+], predict the reaction product. The product is: [Cl:28][C:29]1[CH:37]=[C:36]([Cl:17])[CH:35]=[CH:34][C:30]=1[C:31]([Cl:33])=[O:32].